Dataset: Full USPTO retrosynthesis dataset with 1.9M reactions from patents (1976-2016). Task: Predict the reactants needed to synthesize the given product. Given the product [CH2:7]([N:11]([CH2:12][CH2:13][CH2:14][CH2:15][OH:16])[C:19](=[O:20])[CH2:18][Cl:17])[CH2:8][CH2:9][CH3:10], predict the reactants needed to synthesize it. The reactants are: N1C=CC=CC=1.[CH2:7]([NH:11][CH2:12][CH2:13][CH2:14][CH2:15][OH:16])[CH2:8][CH2:9][CH3:10].[Cl:17][CH2:18][C:19](O[C:19](=[O:20])[CH2:18][Cl:17])=[O:20].C(=O)(O)[O-].